From a dataset of Catalyst prediction with 721,799 reactions and 888 catalyst types from USPTO. Predict which catalyst facilitates the given reaction. (1) Reactant: [Br:1][C:2]1[S:6][C:5]([CH3:7])=[C:4]([C:8]([C:10]2[CH:15]=[CH:14][CH:13]=[C:12]([CH3:16])[CH:11]=2)=O)[CH:3]=1.C(Cl)Cl.C([SiH](CC)CC)C.B(F)(F)F.CCOCC. Product: [Br:1][C:2]1[S:6][C:5]([CH3:7])=[C:4]([CH2:8][C:10]2[CH:15]=[CH:14][CH:13]=[C:12]([CH3:16])[CH:11]=2)[CH:3]=1. The catalyst class is: 23. (2) Product: [C:1]([N:4]1[C:12]2[C:7](=[CH:8][C:9]([F:14])=[C:10]([Br:13])[CH:11]=2)[C:6](=[O:15])[C:5]1([CH3:20])[CH3:16])(=[O:3])[CH3:2]. The catalyst class is: 1. Reactant: [C:1]([N:4]1[C:12]2[C:7](=[CH:8][C:9]([F:14])=[C:10]([Br:13])[CH:11]=2)[C:6](=[O:15])[CH:5]1[CH3:16])(=[O:3])[CH3:2].[H-].[Na+].I[CH3:20].